Dataset: NCI-60 drug combinations with 297,098 pairs across 59 cell lines. Task: Regression. Given two drug SMILES strings and cell line genomic features, predict the synergy score measuring deviation from expected non-interaction effect. (1) Drug 1: C1=C(C(=O)NC(=O)N1)N(CCCl)CCCl. Drug 2: C1=CC(=CC=C1C#N)C(C2=CC=C(C=C2)C#N)N3C=NC=N3. Cell line: UACC62. Synergy scores: CSS=21.9, Synergy_ZIP=-7.34, Synergy_Bliss=-7.53, Synergy_Loewe=-8.46, Synergy_HSA=-7.27. (2) Drug 1: CC12CCC3C(C1CCC2=O)CC(=C)C4=CC(=O)C=CC34C. Drug 2: C1=NC2=C(N=C(N=C2N1C3C(C(C(O3)CO)O)F)Cl)N. Cell line: UO-31. Synergy scores: CSS=44.8, Synergy_ZIP=-5.27, Synergy_Bliss=-1.48, Synergy_Loewe=-5.53, Synergy_HSA=0.812. (3) Drug 1: CC1=C(C=C(C=C1)NC2=NC=CC(=N2)N(C)C3=CC4=NN(C(=C4C=C3)C)C)S(=O)(=O)N.Cl. Drug 2: C1=C(C(=O)NC(=O)N1)N(CCCl)CCCl. Cell line: MDA-MB-231. Synergy scores: CSS=14.1, Synergy_ZIP=-1.92, Synergy_Bliss=-1.38, Synergy_Loewe=0.249, Synergy_HSA=0.415.